From a dataset of Catalyst prediction with 721,799 reactions and 888 catalyst types from USPTO. Predict which catalyst facilitates the given reaction. (1) Reactant: [F:1][C:2]([F:20])([F:19])[S:3]([O:6][C:7]1[C:11]([C:12]#[N:13])=[C:10]([NH:14][C:15](OC)=[O:16])[S:9][CH:8]=1)(=[O:5])=[O:4].[CH:21]([NH:23]N)=O.C([N:28](CCC)CCC)CC. Product: [F:20][C:2]([F:1])([F:19])[S:3]([O:6][C:7]1[C:11]2[C:12]3[N:13]([N:28]=[CH:21][N:23]=3)[C:15](=[O:16])[NH:14][C:10]=2[S:9][CH:8]=1)(=[O:4])=[O:5]. The catalyst class is: 141. (2) Reactant: [CH2:1](Br)[CH3:2].[F:4][C:5]1[CH:6]=[C:7]([CH:14]=[CH:15][CH:16]=1)[CH2:8][C@@H:9]1[CH2:13][CH2:12][NH:11][CH2:10]1.C(=O)([O-])[O-].[K+].[K+]. Product: [CH2:1]([N:11]1[CH2:12][CH2:13][C@@H:9]([CH2:8][C:7]2[CH:14]=[CH:15][CH:16]=[C:5]([F:4])[CH:6]=2)[CH2:10]1)[CH3:2]. The catalyst class is: 115. (3) Reactant: [S:1]1[CH:5]=[CH:4][CH:3]=[C:2]1[CH2:6][C:7]([O:9][CH2:10][CH3:11])=[O:8].[C:12](Cl)(=[O:14])[CH3:13].[Al+3].[Cl-].[Cl-].[Cl-].Cl. Product: [C:12]([C:5]1[S:1][C:2]([CH2:6][C:7]([O:9][CH2:10][CH3:11])=[O:8])=[CH:3][CH:4]=1)(=[O:14])[CH3:13]. The catalyst class is: 4. (4) Product: [Cl:42][C:6]1[C:5]2[C:10](=[CH:11][C:12]([O:13][CH2:14][CH2:15][CH2:16][N:17]3[CH2:22][CH2:21][CH2:20][CH2:19][CH2:18]3)=[C:3]([O:2][CH3:1])[CH:4]=2)[N:9]=[CH:8][N:7]=1. Reactant: [CH3:1][O:2][C:3]1[CH:4]=[C:5]2[C:10](=[CH:11][C:12]=1[O:13][CH2:14][CH2:15][CH2:16][N:17]1[CH2:22][CH2:21][CH2:20][CH2:19][CH2:18]1)[N:9]=[CH:8][N:7]=[C:6]2O.C1(C)C=CC=CC=1.CCN(C(C)C)C(C)C.P(Cl)(Cl)([Cl:42])=O. The catalyst class is: 10.